Dataset: Catalyst prediction with 721,799 reactions and 888 catalyst types from USPTO. Task: Predict which catalyst facilitates the given reaction. Reactant: [NH2:1][CH2:2][C:3]1([NH2:7])[CH2:6][O:5][CH2:4]1.C(N(CC)CC)C.[Cl:15][C:16]1[N:17]=[C:18](Cl)[C:19]2[S:24][CH:23]=[CH:22][C:20]=2[N:21]=1.O. Product: [NH2:7][C:3]1([CH2:2][NH:1][C:18]2[C:19]3[S:24][CH:23]=[CH:22][C:20]=3[N:21]=[C:16]([Cl:15])[N:17]=2)[CH2:6][O:5][CH2:4]1.[NH2:1][CH2:2][C:3]1([NH:7][C:18]2[C:19]3[S:24][CH:23]=[CH:22][C:20]=3[N:21]=[C:16]([Cl:15])[N:17]=2)[CH2:6][O:5][CH2:4]1. The catalyst class is: 4.